From a dataset of Full USPTO retrosynthesis dataset with 1.9M reactions from patents (1976-2016). Predict the reactants needed to synthesize the given product. (1) Given the product [C:19]([O:18][C:16]([NH:23][CH2:24][CH2:25][CH2:26][O:27][C:28](=[O:34])[CH2:29][CH2:30][C:31]([OH:33])=[O:32])=[O:17])([CH3:20])([CH3:21])[CH3:22], predict the reactants needed to synthesize it. The reactants are: C(N(CC)CC)C.[C:16](O[C:16]([O:18][C:19]([CH3:22])([CH3:21])[CH3:20])=[O:17])([O:18][C:19]([CH3:22])([CH3:21])[CH3:20])=[O:17].[NH2:23][CH2:24][CH2:25][CH2:26][OH:27].[C:28]1(=[O:34])[O:33][C:31](=[O:32])[CH2:30][CH2:29]1. (2) Given the product [CH3:25][O:1][C:2]1([CH2:7][CH2:8][C@H:9]2[CH2:13][O:12][C:11]([CH3:15])([CH3:14])[N:10]2[C:16]([O:18][C:19]([CH3:22])([CH3:21])[CH3:20])=[O:17])[CH2:6][CH2:5][CH2:4][CH2:3]1, predict the reactants needed to synthesize it. The reactants are: [OH:1][C:2]1([CH2:7][CH2:8][C@H:9]2[CH2:13][O:12][C:11]([CH3:15])([CH3:14])[N:10]2[C:16]([O:18][C:19]([CH3:22])([CH3:21])[CH3:20])=[O:17])[CH2:6][CH2:5][CH2:4][CH2:3]1.[H-].[Na+].[CH3:25]I. (3) The reactants are: [BH4-].[Li+].[CH3:3][C:4]1[CH:5]=[C:6]2[C:10](=[CH:11][C:12]=1[CH3:13])[C:9](=[O:14])[N:8]([C:15]1[CH:20]=[CH:19][C:18]([F:21])=[CH:17][CH:16]=1)[CH:7]2[CH2:22][C:23](OCC)=[O:24].O. Given the product [CH3:3][C:4]1[CH:5]=[C:6]2[C:10](=[CH:11][C:12]=1[CH3:13])[C:9](=[O:14])[N:8]([C:15]1[CH:20]=[CH:19][C:18]([F:21])=[CH:17][CH:16]=1)[CH:7]2[CH2:22][CH2:23][OH:24], predict the reactants needed to synthesize it. (4) Given the product [I:1][C:2]1[CH:8]=[CH:7][C:5]([NH:6][S:21]([C:15]2[CH:20]=[CH:19][CH:18]=[CH:17][CH:16]=2)(=[O:23])=[O:22])=[CH:4][CH:3]=1, predict the reactants needed to synthesize it. The reactants are: [I:1][C:2]1[CH:8]=[CH:7][C:5]([NH2:6])=[CH:4][CH:3]=1.N1C=CC=CC=1.[C:15]1([S:21](Cl)(=[O:23])=[O:22])[CH:20]=[CH:19][CH:18]=[CH:17][CH:16]=1. (5) Given the product [O:19]=[C:9]1[C:8]2[CH:7]=[CH:6][C:5]([C:3]([OH:4])=[O:2])=[CH:18][C:17]=2[O:16][C:15]2[C:10]1=[CH:11][CH:12]=[CH:13][CH:14]=2, predict the reactants needed to synthesize it. The reactants are: C[O:2][C:3]([C:5]1[CH:6]=[CH:7][C:8]2[C:9](=[O:19])[C:10]3[C:15]([O:16][C:17]=2[CH:18]=1)=[CH:14][CH:13]=[CH:12][CH:11]=3)=[O:4].[OH-].[Na+].Cl. (6) Given the product [CH2:15]([C:11]1[CH:10]=[C:9]([C:3]2[C:4]([F:8])=[CH:5][CH:6]=[CH:7][C:2]=2[C@:27]([C@@H:29]2[O:34][CH2:33][CH2:32][N:31]([C:35]([O:37][C:38]([CH3:41])([CH3:40])[CH3:39])=[O:36])[CH2:30]2)([OH:28])[CH2:26][CH2:25][CH:24]([O:23][CH3:22])[O:42][CH3:43])[CH:14]=[CH:13][CH:12]=1)[CH3:16], predict the reactants needed to synthesize it. The reactants are: Br[C:2]1[CH:7]=[CH:6][CH:5]=[C:4]([F:8])[C:3]=1[C:9]1[CH:14]=[CH:13][CH:12]=[C:11]([CH2:15][CH3:16])[CH:10]=1.[Li]CCCC.[CH3:22][O:23][CH:24]([O:42][CH3:43])[CH2:25][CH2:26][C:27]([C@@H:29]1[O:34][CH2:33][CH2:32][N:31]([C:35]([O:37][C:38]([CH3:41])([CH3:40])[CH3:39])=[O:36])[CH2:30]1)=[O:28].